From a dataset of Catalyst prediction with 721,799 reactions and 888 catalyst types from USPTO. Predict which catalyst facilitates the given reaction. (1) Reactant: [CH2:1]([C:8]1[CH:9]=[C:10]([Br:15])[C:11](=[O:14])[NH:12][CH:13]=1)[C:2]1[CH:7]=[CH:6][CH:5]=[CH:4][CH:3]=1.[H-].[Na+].[CH2:18](Br)[C:19]1[CH:24]=[CH:23][CH:22]=[CH:21][CH:20]=1. Product: [CH2:18]([N:12]1[CH:13]=[C:8]([CH2:1][C:2]2[CH:3]=[CH:4][CH:5]=[CH:6][CH:7]=2)[CH:9]=[C:10]([Br:15])[C:11]1=[O:14])[C:19]1[CH:24]=[CH:23][CH:22]=[CH:21][CH:20]=1. The catalyst class is: 3. (2) Reactant: C([N-]C(C)C)(C)C.[Li+].C(NC(C)C)(C)C.C([Li])CCC.[O:21]1[CH:25]=[CH:24][C:23]([C:26]([OH:28])=[O:27])=[CH:22]1.[F:29][C:30]1[CH:37]=[CH:36][C:33]([CH:34]=[O:35])=[CH:32][CH:31]=1. Product: [F:29][C:30]1[CH:37]=[CH:36][C:33]([CH:34]([OH:35])[C:22]2[O:21][CH:25]=[CH:24][C:23]=2[C:26]([OH:28])=[O:27])=[CH:32][CH:31]=1. The catalyst class is: 30. (3) Reactant: S(Cl)([Cl:4])(=O)=O.[CH3:6][C:7]1([CH3:14])[O:12][C:11](=[O:13])[CH:10]=[CH:9][O:8]1.O. Product: [Cl:4][C:10]1[C:11](=[O:13])[O:12][C:7]([CH3:14])([CH3:6])[O:8][CH:9]=1. The catalyst class is: 17. (4) The catalyst class is: 10. Product: [Cl:1][C:2]1[CH:8]=[CH:7][C:5]([N:6]2[CH:33]=[C:32]([Si:34]([CH3:37])([CH3:36])[CH3:35])[N:30]=[N:29]2)=[C:4]([C:9]2[CH:14]=[C:13]([O:15][CH3:16])[N:12]=[CH:11][N:10]=2)[CH:3]=1. Reactant: [Cl:1][C:2]1[CH:8]=[CH:7][C:5]([NH2:6])=[C:4]([C:9]2[CH:14]=[C:13]([O:15][CH3:16])[N:12]=[CH:11][N:10]=2)[CH:3]=1.N(OCCC(C)C)=O.[Si]([N:29]=[N+:30]=[N-])(C)(C)C.[C:32]([Si:34]([CH3:37])([CH3:36])[CH3:35])#[CH:33].